This data is from Forward reaction prediction with 1.9M reactions from USPTO patents (1976-2016). The task is: Predict the product of the given reaction. (1) Given the reactants [N:1]1[C:9]([NH2:10])=[C:8]2[C:4]([N:5]=[CH:6][NH:7]2)=[N:3][CH:2]=1.C([O-])([O-])=O.[Cs+].[Cs+].[C:17]([O:20][CH2:21][CH2:22]Br)([CH3:19])=[O:18].CC(O)=O, predict the reaction product. The product is: [NH2:10][C:9]1[N:1]=[CH:2][N:3]=[C:4]2[C:8]=1[N:7]=[CH:6][N:5]2[CH2:22][CH2:21][O:20][C:17](=[O:18])[CH3:19]. (2) Given the reactants C(Br)(C)=O.[CH:5]([C:8]1[C:9]([C:18]2[CH:19]=[N:20][C:21]3[C:26]([CH:27]=2)=[CH:25][CH:24]=[CH:23][CH:22]=3)=[N:10][C:11]([O:16]C)=[N:12][C:13]=1[O:14]C)([CH3:7])[CH3:6], predict the reaction product. The product is: [CH:5]([C:8]1[C:13](=[O:14])[NH:12][C:11](=[O:16])[NH:10][C:9]=1[C:18]1[CH:19]=[N:20][C:21]2[C:26]([CH:27]=1)=[CH:25][CH:24]=[CH:23][CH:22]=2)([CH3:7])[CH3:6]. (3) Given the reactants CCN=C=NCCCN(C)C.Cl.C1C=CC2N(O)N=NC=2C=1.CCN(C(C)C)C(C)C.[N:32]1[CH:37]=[CH:36][CH:35]=[CH:34][C:33]=1[CH2:38][NH2:39].[F:40][C:41]1[CH:46]=[CH:45][C:44]([CH2:47][CH2:48][CH2:49][S:50][C:51]2[N:59]=[CH:58][CH:57]=[CH:56][C:52]=2[C:53](O)=[O:54])=[CH:43][CH:42]=1, predict the reaction product. The product is: [F:40][C:41]1[CH:46]=[CH:45][C:44]([CH2:47][CH2:48][CH2:49][S:50][C:51]2[C:52]([C:53]([NH:39][CH2:38][C:33]3[CH:34]=[CH:35][CH:36]=[CH:37][N:32]=3)=[O:54])=[CH:56][CH:57]=[CH:58][N:59]=2)=[CH:43][CH:42]=1. (4) The product is: [Cl:58][C:53]1[N:52]2[C:47]([CH2:46][C:43]3[CH:44]=[CH:45][C:37]([F:36])=[C:38]([CH:42]=3)[C:39]([OH:41])=[O:40])=[CH:48][NH:49][C:50](=[O:57])[C:51]2=[CH:55][C:54]=1[CH3:56]. Given the reactants FC(F)(F)C([O-])=O.FC1C=CC(CC2N3C=C(C)C=C3C(=O)NC=2)=CC=1C(N1CCC[NH2+]CC1)=O.[F:36][C:37]1[CH:45]=[CH:44][C:43]([CH2:46][C:47]2[N:52]3[CH:53]=[C:54]([CH3:56])[CH:55]=[C:51]3[C:50](=[O:57])[NH:49][CH:48]=2)=[CH:42][C:38]=1[C:39]([OH:41])=[O:40].[Cl:58]N1C(=O)CCC1=O, predict the reaction product. (5) Given the reactants [NH2:1][C:2]1[N:7]=[C:6]([N:8]2[C:16]3[C:11](=[CH:12][CH:13]=[C:14]([I:17])[CH:15]=3)[C:10]([C:18]([OH:20])=O)=[N:9]2)[CH:5]=[CH:4][N:3]=1.S(Cl)([Cl:23])=O.CN(C=O)C, predict the reaction product. The product is: [NH2:1][C:2]1[N:7]=[C:6]([N:8]2[C:16]3[C:11](=[CH:12][CH:13]=[C:14]([I:17])[CH:15]=3)[C:10]([C:18]([Cl:23])=[O:20])=[N:9]2)[CH:5]=[CH:4][N:3]=1. (6) Given the reactants CN(C(ON1N=NC2C=CC=NC1=2)=[N+](C)C)C.F[P-](F)(F)(F)(F)F.[CH3:25][C:26]1[S:27][C:28]2[CH:34]=[CH:33][C:32]([C:35]([OH:37])=O)=[CH:31][C:29]=2[N:30]=1.[Si:38]([O:45][CH2:46][CH2:47][C:48]1[CH:49]=[C:50]([CH2:53][N:54]2[CH2:64][CH2:63][C:57]3([O:62][CH2:61][CH2:60][NH:59][CH2:58]3)[CH2:56][CH2:55]2)[S:51][CH:52]=1)([C:41]([CH3:44])([CH3:43])[CH3:42])([CH3:40])[CH3:39].C(N(CC)CC)C, predict the reaction product. The product is: [CH3:28][CH2:29][CH2:31][CH:32]([CH3:35])[CH3:33].[Si:38]([O:45][CH2:46][CH2:47][C:48]1[CH:49]=[C:50]([CH2:53][N:54]2[CH2:64][CH2:63][C:57]3([O:62][CH2:61][CH2:60][N:59]([C:35]([C:32]4[CH:33]=[CH:34][C:28]5[S:27][C:26]([CH3:25])=[N:30][C:29]=5[CH:31]=4)=[O:37])[CH2:58]3)[CH2:56][CH2:55]2)[S:51][CH:52]=1)([C:41]([CH3:42])([CH3:43])[CH3:44])([CH3:40])[CH3:39]. (7) Given the reactants C([NH:8][CH:9]1[CH2:14][CH2:13][N:12]([CH2:15][CH2:16][OH:17])[CH2:11][CH2:10]1)(OC(C)(C)C)=O.C(O)(C(F)(F)F)=O, predict the reaction product. The product is: [NH2:8][CH:9]1[CH2:14][CH2:13][N:12]([CH2:15][CH2:16][OH:17])[CH2:11][CH2:10]1. (8) The product is: [Si:5]([O:9][CH:10]([C:14]1[CH:19]=[CH:18][CH:17]=[C:16]([N+:20]([O-:22])=[O:21])[CH:15]=1)[CH2:11][C:12]#[N:13])([C:2]([CH3:4])([CH3:3])[CH3:1])([CH3:7])[CH3:6]. Given the reactants [CH3:1][C:2]([Si:5](Cl)([CH3:7])[CH3:6])([CH3:4])[CH3:3].[OH:9][CH:10]([C:14]1[CH:19]=[CH:18][CH:17]=[C:16]([N+:20]([O-:22])=[O:21])[CH:15]=1)[CH2:11][C:12]#[N:13], predict the reaction product.